From a dataset of Catalyst prediction with 721,799 reactions and 888 catalyst types from USPTO. Predict which catalyst facilitates the given reaction. (1) Reactant: [OH:1][C:2]1[CH:11]=[CH:10][CH:9]=[C:8]2[C:3]=1[CH2:4][CH2:5][N:6]1[C:16](=[O:17])[CH2:15][N:14]=[C:13]([N:18]3[CH:22]=[C:21]([CH2:23][O:24][CH3:25])[N:20]=[CH:19]3)[CH:12]=[C:7]12.C(=O)([O-])[O-].[Cs+].[Cs+].[CH:32](I)([CH3:34])[CH3:33]. Product: [CH:32]([O:1][C:2]1[CH:11]=[CH:10][CH:9]=[C:8]2[C:3]=1[CH2:4][CH2:5][N:6]1[C:16](=[O:17])[CH2:15][N:14]=[C:13]([N:18]3[CH:22]=[C:21]([CH2:23][O:24][CH3:25])[N:20]=[CH:19]3)[CH:12]=[C:7]12)([CH3:34])[CH3:33]. The catalyst class is: 118. (2) Reactant: [Br:1][C:2]1[C:7]([CH3:8])=[CH:6][C:5]([OH:9])=[C:4]([O:10][CH3:11])[CH:3]=1.C1C(=O)N([Cl:19])C(=O)C1. Product: [Br:1][C:2]1[CH:3]=[C:4]([O:10][CH3:11])[C:5]([OH:9])=[C:6]([Cl:19])[C:7]=1[CH3:8]. The catalyst class is: 1. (3) Reactant: Cl[C:2]1[CH:3]=[C:4]([OH:8])[CH:5]=[N:6][CH:7]=1.[NH:9]1[CH2:14][CH2:13][O:12][CH2:11][CH2:10]1.C1(P(C2CCCCC2)C2C=CC=CC=2C2C(C(C)C)=CC(C(C)C)=CC=2C(C)C)CCCCC1.C[Si]([N-][Si](C)(C)C)(C)C.[Li+]. Product: [O:12]1[CH2:13][CH2:14][N:9]([C:2]2[CH:3]=[C:4]([OH:8])[CH:5]=[N:6][CH:7]=2)[CH2:10][CH2:11]1. The catalyst class is: 443. (4) Reactant: [CH3:1][C:2]1([CH3:18])[C:13]2[C:5](=[CH:6][C:7]3[NH:8][CH:9]=[N:10][C:11]=3[CH:12]=2)[C:4]([CH3:15])([CH3:14])[C:3]1([CH3:17])[CH3:16].Br[C:20]1[CH:25]=[CH:24][CH:23]=[CH:22][CH:21]=1.C(=O)([O-])[O-].[K+].[K+].CN(C)CC(O)=O. Product: [CH3:1][C:2]1([CH3:18])[C:13]2[C:5](=[CH:6][C:7]3[N:8]([C:20]4[CH:25]=[CH:24][CH:23]=[CH:22][CH:21]=4)[CH:9]=[N:10][C:11]=3[CH:12]=2)[C:4]([CH3:15])([CH3:14])[C:3]1([CH3:17])[CH3:16]. The catalyst class is: 419.